Dataset: Forward reaction prediction with 1.9M reactions from USPTO patents (1976-2016). Task: Predict the product of the given reaction. (1) The product is: [Cl:1][C:2]1[N:3]=[CH:4][C:5]([C:32]2[CH:33]=[CH:34][C:35]3[N:36]([CH:38]=[C:39]([NH:41][C:42](=[O:44])[CH3:43])[N:40]=3)[N:37]=2)=[CH:6][C:7]=1[NH:8][S:9]([C:12]1[CH:17]=[CH:16][CH:15]=[C:14]([O:18][CH:19]([F:20])[F:21])[CH:13]=1)(=[O:10])=[O:11]. Given the reactants [Cl:1][C:2]1[C:7]([NH:8][S:9]([C:12]2[CH:17]=[CH:16][CH:15]=[C:14]([O:18][CH:19]([F:21])[F:20])[CH:13]=2)(=[O:11])=[O:10])=[CH:6][C:5](B2OC(C)(C)C(C)(C)O2)=[CH:4][N:3]=1.Cl[C:32]1[CH:33]=[CH:34][C:35]2[N:36]([CH:38]=[C:39]([NH:41][C:42](=[O:44])[CH3:43])[N:40]=2)[N:37]=1.C(=O)([O-])[O-].[Na+].[Na+], predict the reaction product. (2) Given the reactants Br[C:2]1[CH:7]=[CH:6][C:5]([C:8]([CH3:15])([CH3:14])[CH2:9][CH2:10][CH:11]([CH3:13])[CH3:12])=[CH:4][CH:3]=1.C([Li])CCC.CCCCCC.CN(C)[CH:29]=[O:30], predict the reaction product. The product is: [CH3:14][C:8]([C:5]1[CH:6]=[CH:7][C:2]([CH:29]=[O:30])=[CH:3][CH:4]=1)([CH3:15])[CH2:9][CH2:10][CH:11]([CH3:13])[CH3:12]. (3) The product is: [CH2:13]([O:15][C:16]([C:18]1[N:19]([C:8](=[O:9])[C:7]2[CH:11]=[CH:12][C:4]([N+:1]([O-:3])=[O:2])=[CH:5][CH:6]=2)[CH:20]=[CH:21][CH:22]=1)=[O:17])[CH3:14]. Given the reactants [N+:1]([C:4]1[CH:12]=[CH:11][C:7]([C:8](Cl)=[O:9])=[CH:6][CH:5]=1)([O-:3])=[O:2].[CH2:13]([O:15][C:16]([C:18]1[NH:19][CH:20]=[CH:21][CH:22]=1)=[O:17])[CH3:14].O, predict the reaction product. (4) Given the reactants [Cl:1][C:2]1[CH:7]=[C:6](/[CH:8]=[CH:9]/[CH:10]([C:15]2[CH:20]=[C:19]([Cl:21])[CH:18]=[C:17]([Cl:22])[CH:16]=2)[C:11]([F:14])([F:13])[F:12])[CH:5]=[CH:4][C:3]=1[CH2:23][NH2:24].[CH2:25]([N:27]=[C:28]=[O:29])[CH3:26], predict the reaction product. The product is: [Cl:1][C:2]1[CH:7]=[C:6](/[CH:8]=[CH:9]/[CH:10]([C:15]2[CH:16]=[C:17]([Cl:22])[CH:18]=[C:19]([Cl:21])[CH:20]=2)[C:11]([F:13])([F:14])[F:12])[CH:5]=[CH:4][C:3]=1[CH2:23][NH:24][C:28]([NH:27][CH2:25][CH3:26])=[O:29]. (5) Given the reactants [H-].[H-].[H-].[H-].[Li+].[Al+3].[O:7]=[C:8]([C:12]1[CH:17]=[CH:16][CH:15]=[CH:14][CH:13]=1)[CH2:9][C:10]#[N:11].[OH-].[Na+], predict the reaction product. The product is: [NH2:11][CH2:10][CH2:9][CH:8]([C:12]1[CH:17]=[CH:16][CH:15]=[CH:14][CH:13]=1)[OH:7]. (6) Given the reactants Cl.[F:2][C:3]([F:16])([F:15])[CH2:4][O:5][C:6]1[CH:11]=[CH:10][C:9]([CH:12]([NH2:14])[CH3:13])=[CH:8][CH:7]=1.[NH2:17][C:18]1[N:23]=[C:22]([C:24](O)=[O:25])[CH:21]=[CH:20][N:19]=1, predict the reaction product. The product is: [NH2:17][C:18]1[N:23]=[C:22]([C:24]([NH:14][CH:12]([C:9]2[CH:8]=[CH:7][C:6]([O:5][CH2:4][C:3]([F:15])([F:16])[F:2])=[CH:11][CH:10]=2)[CH3:13])=[O:25])[CH:21]=[CH:20][N:19]=1. (7) Given the reactants [CH2:1]([C:5]1[CH:10]=[CH:9][C:8]([NH:11][CH3:12])=[CH:7][CH:6]=1)[CH2:2][CH2:3][CH3:4].[C:13]([O:17][C:18](=[O:21])[CH2:19]Br)([CH3:16])([CH3:15])[CH3:14].[OH-].[Na+].Cl, predict the reaction product. The product is: [C:13]([O:17][C:18](=[O:21])[CH2:19][N:11]([C:8]1[CH:9]=[CH:10][C:5]([CH2:1][CH2:2][CH2:3][CH3:4])=[CH:6][CH:7]=1)[CH3:12])([CH3:16])([CH3:15])[CH3:14].